This data is from Full USPTO retrosynthesis dataset with 1.9M reactions from patents (1976-2016). The task is: Predict the reactants needed to synthesize the given product. (1) Given the product [CH:44]([NH:47][C:1](=[O:33])[O:2][CH:3]([CH3:32])[C:4](=[C:13]1[CH2:14][N:15]([CH:17]([C:25]2[CH:26]=[CH:27][C:28]([Cl:31])=[CH:29][CH:30]=2)[C:18]2[CH:23]=[CH:22][C:21]([Cl:24])=[CH:20][CH:19]=2)[CH2:16]1)[C:5]1[CH:10]=[C:9]([F:11])[CH:8]=[C:7]([F:12])[CH:6]=1)([CH3:46])[CH3:45], predict the reactants needed to synthesize it. The reactants are: [C:1](=O)([O:33]C1C=CC([N+]([O-])=O)=CC=1)[O:2][CH:3]([CH3:32])[C:4](=[C:13]1[CH2:16][N:15]([CH:17]([C:25]2[CH:30]=[CH:29][C:28]([Cl:31])=[CH:27][CH:26]=2)[C:18]2[CH:23]=[CH:22][C:21]([Cl:24])=[CH:20][CH:19]=2)[CH2:14]1)[C:5]1[CH:10]=[C:9]([F:11])[CH:8]=[C:7]([F:12])[CH:6]=1.[CH:44]([NH2:47])([CH3:46])[CH3:45]. (2) Given the product [F:1][C:2]1[CH:3]=[CH:4][C:5]([C:8]2[N:12]=[N:11][N:10]([CH3:13])[C:9]=2[CH2:14][O:15][C:16]2[CH:24]=[CH:23][C:19]([C:20]([NH:30][C:26]3([CH3:25])[CH2:29][O:28][CH2:27]3)=[O:22])=[CH:18][N:17]=2)=[N:6][CH:7]=1, predict the reactants needed to synthesize it. The reactants are: [F:1][C:2]1[CH:3]=[CH:4][C:5]([C:8]2[N:12]=[N:11][N:10]([CH3:13])[C:9]=2[CH2:14][O:15][C:16]2[CH:24]=[CH:23][C:19]([C:20]([OH:22])=O)=[CH:18][N:17]=2)=[N:6][CH:7]=1.[CH3:25][C:26]1([NH2:30])[CH2:29][O:28][CH2:27]1. (3) Given the product [CH:30]1[C:29]2[CH:28]([CH2:27][O:26][C:24]([NH:23][C@H:8]([C:9]([NH:11][CH2:12][CH2:13][CH2:14][CH2:15][CH2:16][CH2:17][CH2:18][CH2:19][CH2:20][CH2:21][CH3:22])=[O:10])[CH2:7][C:6]([OH:41])=[O:5])=[O:25])[C:40]3[C:35](=[CH:36][CH:37]=[CH:38][CH:39]=3)[C:34]=2[CH:33]=[CH:32][CH:31]=1, predict the reactants needed to synthesize it. The reactants are: C([O:5][C:6](=[O:41])[CH2:7][C@H:8]([NH:23][C:24]([O:26][CH2:27][CH:28]1[C:40]2[CH:39]=[CH:38][CH:37]=[CH:36][C:35]=2[C:34]2[C:29]1=[CH:30][CH:31]=[CH:32][CH:33]=2)=[O:25])[C:9]([NH:11][CH2:12][CH2:13][CH2:14][CH2:15][CH2:16][CH2:17][CH2:18][CH2:19][CH2:20][CH2:21][CH3:22])=[O:10])(C)(C)C.